This data is from Catalyst prediction with 721,799 reactions and 888 catalyst types from USPTO. The task is: Predict which catalyst facilitates the given reaction. (1) Reactant: [CH3:1][O:2][C:3]1[C:4](=O)[CH:5]=[C:6]([CH3:12])[C:7](=[O:11])[C:8]=1[O:9][CH3:10].S(S([O-])=O)([O-])=O.[Na+].[Na+].Cl.[CH3:23]C1C(O)=C(OC)C(OC)=C(O)C=1.S([O:41][CH3:42])(OC)(=O)=O. Product: [CH3:23][O:11][C:7]1[C:8]([O:9][CH3:10])=[C:3]([O:2][CH3:1])[C:4]([O:41][CH3:42])=[CH:5][C:6]=1[CH3:12]. The catalyst class is: 2. (2) The catalyst class is: 28. Reactant: [Li+].C[Si]([N-][Si](C)(C)C)(C)C.[CH2:11]([C:13]([CH:15]1[CH2:20][CH2:19][CH2:18][CH2:17][CH2:16]1)=[O:14])[CH3:12].[C:21]([O:28][CH2:29][CH3:30])(=[O:27])[C:22]([O:24]CC)=O. Product: [CH2:29]([O:28][C:21](=[O:27])[C:22](=[O:24])[CH:11]([CH3:12])[C:13]([CH:15]1[CH2:20][CH2:19][CH2:18][CH2:17][CH2:16]1)=[O:14])[CH3:30]. (3) Reactant: [C:1]([O:5][C:6]([N:8]1[CH2:14][CH2:13][CH2:12][CH:11]([CH:15]2[C:23]3[C:18](=[CH:19][C:20]([Cl:24])=[CH:21][CH:22]=3)[NH:17][C:16]2=[O:25])[CH2:10][CH2:9]1)=[O:7])([CH3:4])([CH3:3])[CH3:2].[Cl:26][C:27]1[CH:28]=[C:29]([CH:32]=[CH:33][CH:34]=1)[CH2:30]Br.[I-].[K+].C(=O)([O-])[O-].[K+].[K+]. Product: [C:1]([O:5][C:6]([N:8]1[CH2:14][CH2:13][CH2:12][CH:11]([C:15]2([CH2:30][C:29]3[CH:32]=[CH:33][CH:34]=[C:27]([Cl:26])[CH:28]=3)[C:23]3[C:18](=[CH:19][C:20]([Cl:24])=[CH:21][CH:22]=3)[NH:17][C:16]2=[O:25])[CH2:10][CH2:9]1)=[O:7])([CH3:4])([CH3:2])[CH3:3]. The catalyst class is: 21. (4) Reactant: [O-]S([O-])(=O)=O.[Mg+2].S(=O)(=O)(O)O.[Br:12][C:13]1[CH:14]=[C:15]([CH:19]=[C:20]([I:22])[CH:21]=1)[C:16]([OH:18])=[O:17].[C:23](O)([CH3:26])([CH3:25])[CH3:24]. Product: [Br:12][C:13]1[CH:14]=[C:15]([CH:19]=[C:20]([I:22])[CH:21]=1)[C:16]([O:18][C:23]([CH3:26])([CH3:25])[CH3:24])=[O:17]. The catalyst class is: 4. (5) Reactant: [CH3:1][C:2]1([CH3:18])[CH2:6][C:5](=[O:7])[N:4]([C:8]2[CH:13]=[CH:12][CH:11]=[C:10]([N+:14]([O-])=O)[CH:9]=2)[C:3]1=[O:17].C([O-])=O.[NH4+]. Product: [NH2:14][C:10]1[CH:9]=[C:8]([N:4]2[C:5](=[O:7])[CH2:6][C:2]([CH3:1])([CH3:18])[C:3]2=[O:17])[CH:13]=[CH:12][CH:11]=1. The catalyst class is: 78. (6) Product: [F:1][C:2]([F:15])([F:14])[S:3]([O:6][C:23]1[CH:24]=[C:25]2[C:20]([CH:19]=[CH:18][CH:17]=[N:16]2)=[CH:21][CH:22]=1)(=[O:5])=[O:4]. The catalyst class is: 4. Reactant: [F:1][C:2]([F:15])([F:14])[S:3]([O:6]S(C(F)(F)F)(=O)=O)(=[O:5])=[O:4].[N:16]1[C:25]2[C:20](=[CH:21][CH:22]=[C:23](O)[CH:24]=2)[CH:19]=[CH:18][CH:17]=1.N1C=CC=CC=1.